This data is from Forward reaction prediction with 1.9M reactions from USPTO patents (1976-2016). The task is: Predict the product of the given reaction. Given the reactants [C:1]([C:3]1[CH:8]=[CH:7][C:6]([C@@H:9]2[CH2:14][C@@H:13]([O:15][CH2:16][CH3:17])[CH2:12][CH2:11][N:10]2[CH2:18][C:19]2[C:27]([O:28][CH3:29])=[CH:26][C:25]([CH3:30])=[C:24]3[C:20]=2[CH:21]=[CH:22][N:23]3C(OC(C)(C)C)=O)=[CH:5][CH:4]=1)#[N:2].[N-:38]=[N+:39]=[N-:40].[Na+], predict the reaction product. The product is: [NH:2]1[C:1]([C:3]2[CH:4]=[CH:5][C:6]([C@@H:9]3[CH2:14][C@@H:13]([O:15][CH2:16][CH3:17])[CH2:12][CH2:11][N:10]3[CH2:18][C:19]3[C:27]([O:28][CH3:29])=[CH:26][C:25]([CH3:30])=[C:24]4[C:20]=3[CH:21]=[CH:22][NH:23]4)=[CH:7][CH:8]=2)=[N:40][N:39]=[N:38]1.